Dataset: Reaction yield outcomes from USPTO patents with 853,638 reactions. Task: Predict the reaction yield, written as a fraction of the theoretical maximum amount of product (1.0 means a 100% yield; for example, 0.34 means a 34% yield). (1) The reactants are C([O:5][C:6](=[O:20])[CH2:7]/[C:8](/[C:16]([O:18][CH3:19])=[O:17])=[CH:9]\[C:10]1[O:11][C:12]([CH3:15])=[CH:13][CH:14]=1)(C)(C)C. The catalyst is FC(F)(F)C(O)=O.O.C1(C)C=CC=CC=1. The product is [CH3:19][O:18][C:16](/[C:8](=[CH:9]/[C:10]1[O:11][C:12]([CH3:15])=[CH:13][CH:14]=1)/[CH2:7][C:6]([OH:20])=[O:5])=[O:17]. The yield is 0.950. (2) The reactants are [H-].[Na+].[OH:3][C:4]1[C:11]([CH3:12])=[CH:10][C:7]([C:8]#[N:9])=[CH:6][C:5]=1[CH3:13].[Cl:14][C:15]1[N:16]=[C:17](Cl)[C:18]2[CH:23]=[CH:22][S:21][C:19]=2[N:20]=1. The catalyst is C1COCC1.O. The product is [Cl:14][C:15]1[N:16]=[C:17]([O:3][C:4]2[C:5]([CH3:13])=[CH:6][C:7]([C:8]#[N:9])=[CH:10][C:11]=2[CH3:12])[C:18]2[CH:23]=[CH:22][S:21][C:19]=2[N:20]=1. The yield is 0.280. (3) The reactants are [N:1]1[CH:6]=[CH:5][CH:4]=[C:3]([CH2:7][C:8]#[N:9])[CH:2]=1.[OH-].[Na+].Br[CH2:13][CH2:14][CH2:15]Br. The catalyst is C1COCC1.S([O-])(O)(=O)=O.C([N+](CCCC)(CCCC)CCCC)CCC. The product is [N:1]1[CH:6]=[CH:5][CH:4]=[C:3]([C:7]2([C:8]#[N:9])[CH2:15][CH2:14][CH2:13]2)[CH:2]=1. The yield is 0.492. (4) The reactants are [CH3:1][C:2]([CH2:7][CH2:8][CH:9]=[C:10]([CH3:12])[CH3:11])=[CH:3][CH:4]([OH:6])[CH3:5].[C:13](O[C:13](=[O:17])[CH2:14][CH2:15][CH3:16])(=[O:17])[CH2:14][CH2:15][CH3:16].N1C=CC=CC=1. The catalyst is O.C(OC)(C)(C)C. The product is [C:13]([O:6][CH:4]([CH:3]=[C:2]([CH3:1])[CH2:7][CH2:8][CH:9]=[C:10]([CH3:11])[CH3:12])[CH3:5])(=[O:17])[CH2:14][CH2:15][CH3:16]. The yield is 0.760. (5) The reactants are Cl.[CH2:2]([O:4][C:5](=[O:27])[C@@H:6]([O:24][CH2:25][CH3:26])[CH2:7][C:8]1[CH:13]=[CH:12][C:11]([O:14][CH2:15][CH2:16][C:17]2[CH:22]=[CH:21][C:20]([NH2:23])=[CH:19][CH:18]=2)=[CH:10][CH:9]=1)[CH3:3].Cl[C:29]([O:31][C:32]1[CH:37]=[CH:36][CH:35]=[CH:34][CH:33]=1)=[O:30]. The catalyst is O1CCCC1. The product is [CH2:2]([O:4][C:5](=[O:27])[C@@H:6]([O:24][CH2:25][CH3:26])[CH2:7][C:8]1[CH:13]=[CH:12][C:11]([O:14][CH2:15][CH2:16][C:17]2[CH:18]=[CH:19][C:20]([NH:23][C:29]([O:31][C:32]3[CH:37]=[CH:36][CH:35]=[CH:34][CH:33]=3)=[O:30])=[CH:21][CH:22]=2)=[CH:10][CH:9]=1)[CH3:3]. The yield is 0.963. (6) The reactants are [Cl-].[CH3:2][O:3][CH2:4][P+](C1C=CC=CC=1)(C1C=CC=CC=1)C1C=CC=CC=1.[CH2:24]([O:28][C:29](=[O:51])[C:30]([C:33]1[CH:42]=[C:41]2[C:36]([C@@H:37]3[CH2:48][C:47](=O)[CH2:46][CH2:45][C@H:38]3[C:39]([CH3:44])([CH3:43])[O:40]2)=[C:35](O)[CH:34]=1)([CH3:32])[CH3:31])[CH2:25][CH2:26][CH3:27]. The catalyst is C1C=CC=CC=1. The product is [CH3:2][O:3][CH:4]=[C:45]1[C@@H:38]2[C:39]([CH3:43])([CH3:44])[O:40][C:41]3[C:36]([C@H:37]2[CH2:48][CH2:47][CH2:46]1)=[CH:35][CH:34]=[C:33]([C:30]([CH3:31])([CH3:32])[C:29]([O:28][CH2:24][CH2:25][CH2:26][CH3:27])=[O:51])[CH:42]=3. The yield is 0.480.